The task is: Predict the reactants needed to synthesize the given product.. This data is from Full USPTO retrosynthesis dataset with 1.9M reactions from patents (1976-2016). (1) Given the product [NH2:10][C:11]1[S:15][C:14]2[CH:16]=[C:17]([OH:20])[CH:18]=[CH:19][C:13]=2[C:12]=1[C:21]([NH2:22])=[O:23], predict the reactants needed to synthesize it. The reactants are: C(OC(=O)[NH:10][C:11]1[S:15][C:14]2[CH:16]=[C:17]([OH:20])[CH:18]=[CH:19][C:13]=2[C:12]=1[C:21](=[O:23])[NH2:22])C1C=CC=CC=1.C([O-])=O.[NH4+]. (2) Given the product [NH2:22][C:20](=[O:21])[C:19]([NH:18][C:15](=[O:17])[C:7]1[CH:6]=[CH:5][C:4]([CH:1]2[CH2:2][CH2:3]2)=[C:9]([O:10][CH2:11][CH:12]2[CH2:13][CH2:14]2)[N:8]=1)([CH3:26])[CH:23]([CH3:25])[CH3:24], predict the reactants needed to synthesize it. The reactants are: [CH:1]1([C:4]2[CH:5]=[CH:6][C:7]([C:15]([OH:17])=O)=[N:8][C:9]=2[O:10][CH2:11][CH:12]2[CH2:14][CH2:13]2)[CH2:3][CH2:2]1.[NH2:18][C:19]([CH3:26])([CH:23]([CH3:25])[CH3:24])[C:20]([NH2:22])=[O:21].